Dataset: Catalyst prediction with 721,799 reactions and 888 catalyst types from USPTO. Task: Predict which catalyst facilitates the given reaction. (1) Reactant: [C:1]1([S:7]([C:10]2[CH:15]=[CH:14][C:13]([C:16]3[CH:21]=[C:20]([Cl:22])[CH:19]=[CH:18][C:17]=3[O:23]CC3C=CC=CC=3)=[CH:12][CH:11]=2)(=[O:9])=[O:8])[CH:6]=[CH:5][CH:4]=[CH:3][CH:2]=1.B(Br)(Br)Br. Product: [Cl:22][C:20]1[CH:21]=[C:16]([C:13]2[CH:12]=[CH:11][C:10]([S:7]([C:1]3[CH:6]=[CH:5][CH:4]=[CH:3][CH:2]=3)(=[O:9])=[O:8])=[CH:15][CH:14]=2)[C:17]([OH:23])=[CH:18][CH:19]=1. The catalyst class is: 2. (2) Reactant: [CH3:1][O:2][C:3]1[CH:8]=[CH:7][C:6]([C:9]2[S:10][CH:11]=[CH:12][N:13]=2)=[CH:5][CH:4]=1.[Li]CCCC.C1C(=O)N([Cl:26])C(=O)C1.[NH4+].[Cl-]. Product: [Cl:26][C:11]1[S:10][C:9]([C:6]2[CH:5]=[CH:4][C:3]([O:2][CH3:1])=[CH:8][CH:7]=2)=[N:13][CH:12]=1. The catalyst class is: 1.